From a dataset of Reaction yield outcomes from USPTO patents with 853,638 reactions. Predict the reaction yield, written as a fraction of the theoretical maximum amount of product (1.0 means a 100% yield; for example, 0.34 means a 34% yield). (1) The reactants are [C:1]([O:5][C:6]([C:8]1[CH:13]=[CH:12][C:11]([C:14]2[C:15]([C:29]([O:31][CH2:32][CH3:33])=[O:30])=[N:16][N:17]([C:23]3[CH:28]=[CH:27][CH:26]=[CH:25][CH:24]=3)[C:18]=2[CH2:19][CH2:20][CH2:21][CH3:22])=[C:10]([C:34]([N:36]2[C@H:45]([CH2:46][O:47][Si](C(C)(C)C)(C)C)[CH2:44][C:43]3[C:38](=[CH:39][CH:40]=[CH:41][CH:42]=3)[CH2:37]2)=[O:35])[CH:9]=1)=[O:7])([CH3:4])([CH3:3])[CH3:2].CCCC[N+](CCCC)(CCCC)CCCC.[F-]. The catalyst is C1COCC1.CCOC(C)=O. The product is [C:1]([O:5][C:6]([C:8]1[CH:13]=[CH:12][C:11]([C:14]2[C:15]([C:29]([O:31][CH2:32][CH3:33])=[O:30])=[N:16][N:17]([C:23]3[CH:28]=[CH:27][CH:26]=[CH:25][CH:24]=3)[C:18]=2[CH2:19][CH2:20][CH2:21][CH3:22])=[C:10]([C:34]([N:36]2[C@H:45]([CH2:46][OH:47])[CH2:44][C:43]3[C:38](=[CH:39][CH:40]=[CH:41][CH:42]=3)[CH2:37]2)=[O:35])[CH:9]=1)=[O:7])([CH3:2])([CH3:3])[CH3:4]. The yield is 0.640. (2) The reactants are [CH3:1][O:2][C:3]1[N:4]=[CH:5][S:6][CH:7]=1.[CH2:8](O)[CH2:9][CH2:10][CH2:11][CH2:12][CH2:13][CH2:14][CH2:15][CH2:16][CH2:17][CH2:18]C.O.C1(C)C=CC(S(O)(=O)=O)=CC=1. The catalyst is C1(C)C=CC=CC=1. The product is [CH2:1]([O:2][C:3]1[N:4]=[CH:5][S:6][CH:7]=1)[CH2:18][CH2:17][CH2:16][CH2:15][CH2:14][CH2:13][CH2:12][CH2:11][CH2:10][CH2:9][CH3:8]. The yield is 0.550. (3) The reactants are [Br:1][C:2]1[CH:6]=[N:5][N:4]([CH3:7])[C:3]=1[C:8]1[CH:9]=[C:10]([NH2:16])[CH:11]=[CH:12][C:13]=1[O:14][CH3:15].[F:17][C:18]([F:29])([F:28])[C:19]1[CH:24]=[CH:23][CH:22]=[C:21]([N:25]=[C:26]=[O:27])[CH:20]=1. The catalyst is C(Cl)Cl. The product is [Br:1][C:2]1[CH:6]=[N:5][N:4]([CH3:7])[C:3]=1[C:8]1[CH:9]=[C:10]([NH:16][C:26]([NH:25][C:21]2[CH:22]=[CH:23][CH:24]=[C:19]([C:18]([F:17])([F:28])[F:29])[CH:20]=2)=[O:27])[CH:11]=[CH:12][C:13]=1[O:14][CH3:15]. The yield is 0.650. (4) The reactants are [CH:1]1([C@H:7]2[CH2:12][CH2:11][C@H:10]([O:13][C:14]3[C:15]([C:36]([F:39])([F:38])[F:37])=[C:16]4[C:21](=[CH:22][CH:23]=3)[CH:20]=[C:19]([C@:24]([NH:28][C:29](=[O:35])[O:30][C:31]([CH3:34])([CH3:33])[CH3:32])([CH3:27])[CH2:25][OH:26])[CH:18]=[CH:17]4)[CH2:9][CH2:8]2)[CH2:6][CH2:5][CH2:4][CH2:3][CH2:2]1.C(N(CC)[P:43]([O:49][C:50]([CH3:53])([CH3:52])[CH3:51])[O:44][C:45]([CH3:48])([CH3:47])[CH3:46])C.N1C=NN=N1.[O:61]1CCCC1.OO.O.S([O-])([O-])(=O)=S.[Na+].[Na+]. No catalyst specified. The yield is 0.800. The product is [CH:1]1([C@H:7]2[CH2:12][CH2:11][C@H:10]([O:13][C:14]3[C:15]([C:36]([F:37])([F:38])[F:39])=[C:16]4[C:21](=[CH:22][CH:23]=3)[CH:20]=[C:19]([C@:24]([NH:28][C:29](=[O:35])[O:30][C:31]([CH3:33])([CH3:34])[CH3:32])([CH3:27])[CH2:25][O:26][P:43]([O:44][C:45]([CH3:46])([CH3:47])[CH3:48])([O:49][C:50]([CH3:51])([CH3:52])[CH3:53])=[O:61])[CH:18]=[CH:17]4)[CH2:9][CH2:8]2)[CH2:6][CH2:5][CH2:4][CH2:3][CH2:2]1. (5) The yield is 0.300. The catalyst is C(Cl)Cl. The product is [C:1]([N:4]1[CH2:9][CH2:8][N:7]([CH2:10][C:11]2[N:19]3[C:14]([C:15]([NH2:20])=[N:16][CH:17]=[N:18]3)=[C:13]([C:21]3[CH:26]=[CH:25][C:24]([NH2:27])=[C:23]([F:35])[CH:22]=3)[CH:12]=2)[CH2:6][CH2:5]1)(=[O:3])[CH3:2]. The reactants are [C:1]([N:4]1[CH2:9][CH2:8][N:7]([CH2:10][C:11]2[N:19]3[C:14]([C:15]([NH2:20])=[N:16][CH:17]=[N:18]3)=[C:13]([C:21]3[CH:26]=[CH:25][C:24]([NH:27]C(=O)OC(C)(C)C)=[C:23]([F:35])[CH:22]=3)[CH:12]=2)[CH2:6][CH2:5]1)(=[O:3])[CH3:2].C(O)(C(F)(F)F)=O.C(Cl)Cl.CO. (6) The reactants are C([Si](C)(C)[O:6][CH2:7][CH2:8][N:9]1[CH:13]=[CH:12][C:11]([N+:14]([O-:16])=[O:15])=[N:10]1)(C)(C)C.Cl. The catalyst is C(O)C.Cl. The product is [N+:14]([C:11]1[CH:12]=[CH:13][N:9]([CH2:8][CH2:7][OH:6])[N:10]=1)([O-:16])=[O:15]. The yield is 0.940.